This data is from Full USPTO retrosynthesis dataset with 1.9M reactions from patents (1976-2016). The task is: Predict the reactants needed to synthesize the given product. (1) Given the product [Cl:18][C:8]1[CH:9]=[C:10]([C:14]([F:15])([F:16])[F:17])[CH:11]=[C:12]([Cl:13])[C:7]=1[N:6]1[C:2]([NH:1][C:41]([C:40]([O:43][CH2:44][CH3:45])=[O:42])=[O:46])=[C:3]([S:21][C:22]([F:25])([F:24])[F:23])[C:4]([C:19]#[N:20])=[N:5]1, predict the reactants needed to synthesize it. The reactants are: [NH2:1][C:2]1[N:6]([C:7]2[C:12]([Cl:13])=[CH:11][C:10]([C:14]([F:17])([F:16])[F:15])=[CH:9][C:8]=2[Cl:18])[N:5]=[C:4]([C:19]#[N:20])[C:3]=1[S:21][C:22]([F:25])([F:24])[F:23].C(N(CC)CC)C.CCCCCCC.[C:40]([O:43][CH2:44][CH3:45])(=[O:42])[CH3:41].[O:46]1CCCC1. (2) Given the product [CH3:4][O:5][C:6]1[CH:7]=[C:8]2[C:12](=[CH:13][CH:14]=1)[N:11]([CH3:15])[CH:10]=[C:9]2[CH2:16][C:17]([OH:19])=[O:18], predict the reactants needed to synthesize it. The reactants are: O[Li].O.[CH3:4][O:5][C:6]1[CH:7]=[C:8]2[C:12](=[CH:13][CH:14]=1)[N:11]([CH3:15])[CH:10]=[C:9]2[CH2:16][C:17]([O:19]C)=[O:18].